This data is from Reaction yield outcomes from USPTO patents with 853,638 reactions. The task is: Predict the reaction yield, written as a fraction of the theoretical maximum amount of product (1.0 means a 100% yield; for example, 0.34 means a 34% yield). (1) The reactants are [S:1](=[O:5])(=O)(O)[OH:2].CS[C@@H:8]1[CH2:16][N:15]2[C@@H:10]([CH2:11][C:12](=[O:17])[CH2:13][CH2:14]2)[CH2:9]1.OO.[C:20](=O)([O-])O.[Na+]. The catalyst is CO.O.O.[O-][W]([O-])(=O)=O.[Na+].[Na+]. The product is [CH3:20][S:1]([C@@H:8]1[CH2:16][N:15]2[C@@H:10]([CH2:11][C:12](=[O:17])[CH2:13][CH2:14]2)[CH2:9]1)(=[O:5])=[O:2]. The yield is 0.710. (2) The reactants are [CH3:1][C:2]([C:4]1[CH:9]=[CH:8][C:7]([O:10][CH3:11])=[C:6]([O:12][CH3:13])[CH:5]=1)=[O:3].[CH3:14][O:15][C:16]1[CH:21]=[CH:20][C:19]([NH:22][C:23]2[N:30]=[CH:29][CH:28]=[CH:27][C:24]=2[CH:25]=O)=[CH:18][CH:17]=1.Cl. The catalyst is CO. The product is [CH3:13][O:12][C:6]1[CH:5]=[C:4]([C:2](=[O:3])/[CH:1]=[CH:25]/[C:24]2[C:23]([NH:22][C:19]3[CH:18]=[CH:17][C:16]([O:15][CH3:14])=[CH:21][CH:20]=3)=[N:30][CH:29]=[CH:28][CH:27]=2)[CH:9]=[CH:8][C:7]=1[O:10][CH3:11]. The yield is 0.880. (3) The reactants are [C:1](Cl)(=[O:8])[C:2]1[CH:7]=[CH:6][CH:5]=[CH:4][CH:3]=1.[Cl:10][C:11]1[CH:25]=[CH:24][C:14]([C:15]([N:17]2[CH2:22][CH2:21][CH2:20][C@@H:19]([NH2:23])[CH2:18]2)=[O:16])=[CH:13][CH:12]=1.[OH-].[Na+].[Cl-].[Na+]. The catalyst is ClC1C=CC=CC=1. The product is [Cl:10][C:11]1[CH:25]=[CH:24][C:14]([C:15]([N:17]2[CH2:22][CH2:21][CH2:20][C@@H:19]([NH:23][C:1](=[O:8])[C:2]3[CH:7]=[CH:6][CH:5]=[CH:4][CH:3]=3)[CH2:18]2)=[O:16])=[CH:13][CH:12]=1. The yield is 1.00. (4) The reactants are [NH2:1][C:2]1[CH:10]=[C:9]([CH3:11])[CH:8]=[CH:7][C:3]=1[C:4](O)=[O:5].[O-:12][C:13]#[N:14].[K+].[OH-].[Na+]. The catalyst is O.C(O)(=O)C. The product is [CH3:11][C:9]1[CH:10]=[C:2]2[C:3]([C:4](=[O:5])[NH:14][C:13](=[O:12])[NH:1]2)=[CH:7][CH:8]=1. The yield is 0.830.